Predict the product of the given reaction. From a dataset of Forward reaction prediction with 1.9M reactions from USPTO patents (1976-2016). (1) Given the reactants [CH2:1]([Li])CCC.[Si:6]([O:13][C:14]1[CH:21]=[CH:20][C:17]([CH:18]=O)=[CH:16][CH:15]=1)([C:9]([CH3:12])([CH3:11])[CH3:10])([CH3:8])[CH3:7].O, predict the reaction product. The product is: [Si:6]([O:13][C:14]1[CH:21]=[CH:20][C:17]([CH:18]=[CH2:1])=[CH:16][CH:15]=1)([C:9]([CH3:12])([CH3:11])[CH3:10])([CH3:8])[CH3:7]. (2) Given the reactants [CH3:1][C:2]1[C:6]([C:7](O)=[O:8])=[C:5]([CH3:10])[O:4][N:3]=1.[H-].[H-].[H-].[H-].[Li+].[Al+3].O.O.O.O.O.O.O.O.O.O.S([O-])([O-])(=O)=O.[Na+].[Na+], predict the reaction product. The product is: [CH3:1][C:2]1[C:6]([CH2:7][OH:8])=[C:5]([CH3:10])[O:4][N:3]=1. (3) Given the reactants BrCC.C([O:11][C:12]1[CH:13]=[C:14]2[C:19](=[CH:20][CH:21]=1)[CH:18]=[C:17](/[CH:22]=[CH:23]/[C:24]1[N:25]([CH2:37][CH3:38])[CH:26]=[C:27]([C:29]3[CH:34]=[CH:33][C:32]([Cl:35])=[CH:31][C:30]=3[Cl:36])[N:28]=1)[CH:16]=[CH:15]2)C1C=CC=CC=1, predict the reaction product. The product is: [Cl:36][C:30]1[CH:31]=[C:32]([Cl:35])[CH:33]=[CH:34][C:29]=1[C:27]1[N:28]=[C:24](/[CH:23]=[CH:22]/[C:17]2[CH:18]=[C:19]3[C:14](=[CH:15][CH:16]=2)[CH:13]=[C:12]([OH:11])[CH:21]=[CH:20]3)[N:25]([CH2:37][CH3:38])[CH:26]=1. (4) Given the reactants Br[C:2]1[O:6][C:5]([CH:7]=[O:8])=[CH:4][CH:3]=1.[F:9][C:10]([F:25])([F:24])[C:11]1[CH:12]=[C:13](B(O)O)[CH:14]=[C:15]([C:17]([F:20])([F:19])[F:18])[CH:16]=1.C(=O)([O-])[O-].[Na+].[Na+], predict the reaction product. The product is: [F:9][C:10]([F:24])([F:25])[C:11]1[CH:12]=[C:13]([C:2]2[O:6][C:5]([CH:7]=[O:8])=[CH:4][CH:3]=2)[CH:14]=[C:15]([C:17]([F:18])([F:19])[F:20])[CH:16]=1. (5) Given the reactants F[C:2]1[CH:7]=[CH:6][CH:5]=[CH:4][C:3]=1[S:8]([N:11]1[CH2:16][CH2:15][O:14][CH2:13][CH2:12]1)(=[O:10])=[O:9].C(=O)([O-])[O-].[K+].[K+].[CH2:23]([SH:30])[C:24]1[CH:29]=[CH:28][CH:27]=[CH:26][CH:25]=1, predict the reaction product. The product is: [CH2:23]([S:30][C:2]1[CH:7]=[CH:6][CH:5]=[CH:4][C:3]=1[S:8]([N:11]1[CH2:16][CH2:15][O:14][CH2:13][CH2:12]1)(=[O:10])=[O:9])[C:24]1[CH:29]=[CH:28][CH:27]=[CH:26][CH:25]=1. (6) Given the reactants [NH2:1][C:2]1[CH:10]=[C:9]2[C:5]([CH2:6][O:7][C:8]2=[C:11]2[C:19]3[C:14](=[CH:15][CH:16]=[C:17]([Cl:20])[CH:18]=3)[NH:13][C:12]2=[O:21])=[CH:4][CH:3]=1.[Br:22][CH2:23][C:24](O[C:24](=[O:25])[CH2:23][Br:22])=[O:25].O, predict the reaction product. The product is: [Br:22][CH2:23][C:24]([NH:1][C:2]1[CH:10]=[C:9]2[C:5](=[CH:4][CH:3]=1)[CH2:6][O:7][C:8]2=[C:11]1[C:19]2[C:14](=[CH:15][CH:16]=[C:17]([Cl:20])[CH:18]=2)[NH:13][C:12]1=[O:21])=[O:25]. (7) Given the reactants [C:1]([O:5][C:6]([N:8]1[CH2:13][CH2:12][CH:11]([NH:14][CH:15]2[CH2:17][CH2:16]2)[CH2:10][CH2:9]1)=[O:7])([CH3:4])([CH3:3])[CH3:2].[Br:18][C:19]1[C:27]([F:28])=[CH:26][C:22]([C:23](O)=[O:24])=[CH:21][N:20]=1, predict the reaction product. The product is: [C:1]([O:5][C:6]([N:8]1[CH2:13][CH2:12][CH:11]([N:14]([C:23]([C:22]2[CH:21]=[N:20][C:19]([Br:18])=[C:27]([F:28])[CH:26]=2)=[O:24])[CH:15]2[CH2:16][CH2:17]2)[CH2:10][CH2:9]1)=[O:7])([CH3:4])([CH3:2])[CH3:3]. (8) The product is: [Br:1][C:2]1[CH:3]=[C:4]([CH:7]=[CH:8][C:9]=1[O:10][CH2:13][CH:12]=[CH2:11])[CH:5]=[O:6]. Given the reactants [Br:1][C:2]1[CH:3]=[C:4]([CH:7]=[CH:8][C:9]=1[OH:10])[CH:5]=[O:6].[CH2:11](Br)[CH:12]=[CH2:13].C(=O)([O-])[O-].[K+].[K+], predict the reaction product. (9) Given the reactants C(=O)([O-])[O-].[K+].[K+].Br[CH:8]([C:12]1[CH:17]=[CH:16][CH:15]=[CH:14][C:13]=1[Cl:18])[C:9]([OH:11])=[O:10].[ClH:19].Cl.[CH2:21]1[NH:26][CH2:25][CH2:24][N:23]2[CH2:27][CH2:28][CH2:29][C@H:22]12, predict the reaction product. The product is: [ClH:18].[ClH:19].[Cl:18][C:13]1[CH:14]=[CH:15][CH:16]=[CH:17][C:12]=1[CH:8]([N:26]1[CH2:25][CH2:24][N:23]2[CH2:27][CH2:28][CH2:29][C@@H:22]2[CH2:21]1)[C:9]([OH:11])=[O:10].